This data is from NCI-60 drug combinations with 297,098 pairs across 59 cell lines. The task is: Regression. Given two drug SMILES strings and cell line genomic features, predict the synergy score measuring deviation from expected non-interaction effect. (1) Drug 1: C1=CN(C=N1)CC(O)(P(=O)(O)O)P(=O)(O)O. Drug 2: CN(CCCl)CCCl.Cl. Cell line: T-47D. Synergy scores: CSS=14.4, Synergy_ZIP=3.63, Synergy_Bliss=10.0, Synergy_Loewe=-7.84, Synergy_HSA=-0.643. (2) Drug 1: C1=CC(=CC=C1CCC2=CNC3=C2C(=O)NC(=N3)N)C(=O)NC(CCC(=O)O)C(=O)O. Drug 2: C(CC(=O)O)C(=O)CN.Cl. Cell line: U251. Synergy scores: CSS=21.8, Synergy_ZIP=-5.34, Synergy_Bliss=-9.58, Synergy_Loewe=-25.5, Synergy_HSA=-8.51. (3) Drug 1: C1=C(C(=O)NC(=O)N1)N(CCCl)CCCl. Drug 2: CC(C)NC(=O)C1=CC=C(C=C1)CNNC.Cl. Cell line: NCI-H460. Synergy scores: CSS=36.4, Synergy_ZIP=8.88, Synergy_Bliss=9.44, Synergy_Loewe=-4.91, Synergy_HSA=6.78.